Dataset: Peptide-MHC class I binding affinity with 185,985 pairs from IEDB/IMGT. Task: Regression. Given a peptide amino acid sequence and an MHC pseudo amino acid sequence, predict their binding affinity value. This is MHC class I binding data. (1) The peptide sequence is RSFPEWDYI. The MHC is HLA-A03:01 with pseudo-sequence HLA-A03:01. The binding affinity (normalized) is 0.0847. (2) The peptide sequence is VTAQSRTL. The MHC is Mamu-A01 with pseudo-sequence Mamu-A01. The binding affinity (normalized) is 0.914. (3) The peptide sequence is SFQTFHEYII. The MHC is Mamu-B17 with pseudo-sequence Mamu-B17. The binding affinity (normalized) is 0.